From a dataset of Peptide-MHC class I binding affinity with 185,985 pairs from IEDB/IMGT. Regression. Given a peptide amino acid sequence and an MHC pseudo amino acid sequence, predict their binding affinity value. This is MHC class I binding data. (1) The peptide sequence is YADDIEKKI. The MHC is H-2-Kk with pseudo-sequence H-2-Kk. The binding affinity (normalized) is 0.0759. (2) The peptide sequence is ISANANFSY. The MHC is HLA-A01:01 with pseudo-sequence HLA-A01:01. The binding affinity (normalized) is 0.689. (3) The peptide sequence is QEMPYPFVI. The MHC is HLA-B27:20 with pseudo-sequence HLA-B27:20. The binding affinity (normalized) is 0.936. (4) The peptide sequence is LPQIGGEAIF. The MHC is HLA-B51:01 with pseudo-sequence HLA-B51:01. The binding affinity (normalized) is 0.155. (5) The peptide sequence is SEIDLILGY. The MHC is Mamu-A11 with pseudo-sequence Mamu-A11. The binding affinity (normalized) is 0.341.